Predict which catalyst facilitates the given reaction. From a dataset of Catalyst prediction with 721,799 reactions and 888 catalyst types from USPTO. (1) Product: [BrH:1].[OH:11][C:8]1[CH:9]=[CH:10][C:5]([C:3]2[N:12]=[C:13]3[CH:18]=[CH:17][C:16]([I:19])=[CH:15][N:14]3[CH:2]=2)=[CH:6][CH:7]=1. The catalyst class is: 10. Reactant: [Br:1][CH2:2][C:3]([C:5]1[CH:10]=[CH:9][C:8]([OH:11])=[CH:7][CH:6]=1)=O.[NH2:12][C:13]1[CH:18]=[CH:17][C:16]([I:19])=[CH:15][N:14]=1. (2) Reactant: [I:1][C:2]1[CH:12]=[CH:11][C:5]([O:6][CH:7]2[CH2:10][NH:9][CH2:8]2)=[CH:4][CH:3]=1.[O:13]1[CH2:16][C:15](=O)[CH2:14]1.[BH-](OC(C)=O)(OC(C)=O)OC(C)=O.[Na+].CC(O)=O. Product: [I:1][C:2]1[CH:12]=[CH:11][C:5]([O:6][CH:7]2[CH2:8][N:9]([CH:15]3[CH2:16][O:13][CH2:14]3)[CH2:10]2)=[CH:4][CH:3]=1. The catalyst class is: 26. (3) Reactant: [CH2:1]([C:3]1[N:4]=[C:5]2[CH:10]=[CH:9][C:8]([N:11]3[CH:16]=[CH:15][C:14]([OH:17])=[CH:13][C:12]3=[O:18])=[CH:7][N:6]2[C:19]=1[CH3:20])[CH3:2].[Cl:21][C:22]1[S:26][CH:25]=[C:24]([CH2:27]O)[CH:23]=1.C(P(CCCC)CCCC)CCC.N(C(N1CCCCC1)=O)=NC(N1CCCCC1)=O. Product: [Cl:21][C:22]1[S:26][CH:25]=[C:24]([CH2:27][O:17][C:14]2[CH:15]=[CH:16][N:11]([C:8]3[CH:9]=[CH:10][C:5]4[N:6]([C:19]([CH3:20])=[C:3]([CH2:1][CH3:2])[N:4]=4)[CH:7]=3)[C:12](=[O:18])[CH:13]=2)[CH:23]=1. The catalyst class is: 1. (4) Reactant: [CH3:1][O:2][C:3]1[CH:4]=[C:5]2[C:10](=[CH:11][C:12]=1[O:13][CH3:14])[N:9]=[CH:8][CH:7]=[C:6]2[O:15][C:16]1[CH:22]=[CH:21][C:19]([NH2:20])=[CH:18][CH:17]=1.C(N(CC)CC)C.ClC(Cl)(O[C:34](=[O:40])OC(Cl)(Cl)Cl)Cl.[C:42]1([C@@H:48]([NH2:51])[CH2:49][CH3:50])[CH:47]=[CH:46][CH:45]=[CH:44][CH:43]=1. Product: [CH3:1][O:2][C:3]1[CH:4]=[C:5]2[C:10](=[CH:11][C:12]=1[O:13][CH3:14])[N:9]=[CH:8][CH:7]=[C:6]2[O:15][C:16]1[CH:22]=[CH:21][C:19]([NH:20][C:34]([NH:51][C@H:48]([C:42]2[CH:47]=[CH:46][CH:45]=[CH:44][CH:43]=2)[CH2:49][CH3:50])=[O:40])=[CH:18][CH:17]=1. The catalyst class is: 22. (5) Reactant: [C:1]([O:5][C:6](=[O:26])[N:7]([C:18]1[CH:23]=[CH:22][C:21](Br)=[C:20]([F:25])[N:19]=1)[CH2:8][C:9]1[CH:10]=[N:11][C:12]([O:16][CH3:17])=[C:13]([F:15])[CH:14]=1)([CH3:4])([CH3:3])[CH3:2].C([Mg]Cl)(C)C.CN(C)[CH:34]=[O:35].[Cl-].[NH4+]. Product: [C:1]([O:5][C:6](=[O:26])[N:7]([C:18]1[CH:23]=[CH:22][C:21]([CH:34]=[O:35])=[C:20]([F:25])[N:19]=1)[CH2:8][C:9]1[CH:10]=[N:11][C:12]([O:16][CH3:17])=[C:13]([F:15])[CH:14]=1)([CH3:4])([CH3:3])[CH3:2]. The catalyst class is: 7.